This data is from Blood-brain barrier permeability classification from the B3DB database. The task is: Regression/Classification. Given a drug SMILES string, predict its absorption, distribution, metabolism, or excretion properties. Task type varies by dataset: regression for continuous measurements (e.g., permeability, clearance, half-life) or binary classification for categorical outcomes (e.g., BBB penetration, CYP inhibition). Dataset: b3db_classification. (1) The result is 1 (penetrates BBB). The compound is NS(=O)(=O)c1cc([C@@]2(O)NC(=O)c3ccccc32)ccc1Cl. (2) The compound is CN(C(=O)Cc1ccc(Cl)c(Cl)c1)[C@H](CN1CCCC1)c1ccccc1. The result is 1 (penetrates BBB). (3) The compound is CC(O)(P(=O)(O)O)P(=O)(O)O. The result is 0 (does not penetrate BBB). (4) The molecule is CN(C)[C@@H]1C(=O)C(C(N)=O)=C(O)[C@@]2(O)C(=O)C3=C(O)c4c(O)cccc4[C@@H](O)[C@H]3C[C@@H]12. The result is 0 (does not penetrate BBB). (5) The molecule is Cc1cccc(N2CCN(CCc3cc(C)[nH]n3)CC2)c1. The result is 1 (penetrates BBB). (6) The molecule is CC(=O)N(CC(C)C(=O)O)c1c(I)cc(I)c(N)c1I. The result is 0 (does not penetrate BBB). (7) The drug is N#CCCN1C(=O)[C@H](O)N=C(c2ccccc2F)c2cc(Cl)ccc21. The result is 1 (penetrates BBB). (8) The compound is CCCc1nc(C(C)(C)O)c(C(=O)OCc2oc(=O)oc2C)n1Cc1ccc(-c2ccccc2-c2nn[nH]n2)cc1. The result is 0 (does not penetrate BBB). (9) The compound is Cc1cccc(CSCCNC(=O)/C(=C/c2ccco2)c2ccccc2)c1. The result is 0 (does not penetrate BBB). (10) The drug is CN(C)C1=NC(=O)[C@@H](c2ccccc2)O1. The result is 1 (penetrates BBB).